Dataset: Forward reaction prediction with 1.9M reactions from USPTO patents (1976-2016). Task: Predict the product of the given reaction. (1) Given the reactants [C:1]([C:5]1[O:9][C:8]([C:10]([OH:12])=O)=[N:7][N:6]=1)([CH3:4])([CH3:3])[CH3:2].[CH3:13][N:14]1[CH:18]=[C:17]([C:19]2[NH:35][C:22]3=[N:23][CH:24]=[CH:25][C:26]([C:27]4[CH:34]=[CH:33][C:30]([CH2:31][NH2:32])=[CH:29][CH:28]=4)=[C:21]3[N:20]=2)[CH:16]=[N:15]1.CN(C=O)C.CCN(C(C)C)C(C)C, predict the reaction product. The product is: [CH3:13][N:14]1[CH:18]=[C:17]([C:19]2[NH:35][C:22]3=[N:23][CH:24]=[CH:25][C:26]([C:27]4[CH:34]=[CH:33][C:30]([CH2:31][NH:32][C:10]([C:8]5[O:9][C:5]([C:1]([CH3:2])([CH3:3])[CH3:4])=[N:6][N:7]=5)=[O:12])=[CH:29][CH:28]=4)=[C:21]3[N:20]=2)[CH:16]=[N:15]1. (2) Given the reactants Br[C:2]1[N:3]=[C:4]([C:20]2[CH:25]=[CH:24][N:23]=[C:22]([NH:26][C:27](=[O:29])[CH3:28])[CH:21]=2)[S:5][C:6]=1[C:7]1[N:8]([CH2:12][O:13][CH2:14][CH2:15][Si:16]([CH3:19])([CH3:18])[CH3:17])[CH:9]=[CH:10][N:11]=1.[CH2:30](N(CC)CC)[CH3:31].C([Sn](CCCC)(CCCC)C=C)CCC, predict the reaction product. The product is: [CH3:17][Si:16]([CH3:19])([CH3:18])[CH2:15][CH2:14][O:13][CH2:12][N:8]1[CH:9]=[CH:10][N:11]=[C:7]1[C:6]1[S:5][C:4]([C:20]2[CH:25]=[CH:24][N:23]=[C:22]([NH:26][C:27](=[O:29])[CH3:28])[CH:21]=2)=[N:3][C:2]=1[CH:30]=[CH2:31]. (3) The product is: [F:1][C:2]1[CH:3]=[N:4][CH:5]=[CH:6][C:7]=1[C:8]1[N:9]=[CH:10][C:11]([NH:20][C:27](=[O:30])[CH2:28][CH3:29])=[N:12][C:13]=1[C:14]1[CH:15]=[N:16][CH:17]=[CH:18][CH:19]=1. Given the reactants [F:1][C:2]1[CH:3]=[N:4][CH:5]=[CH:6][C:7]=1[C:8]1[N:9]=[CH:10][C:11]([NH2:20])=[N:12][C:13]=1[C:14]1[CH:15]=[N:16][CH:17]=[CH:18][CH:19]=1.N1C=CC=CC=1.[C:27](Cl)(=[O:30])[CH2:28][CH3:29], predict the reaction product. (4) Given the reactants [CH2:1]([C:9]#[N:10])[CH2:2][CH2:3][CH2:4][CH2:5][CH2:6][CH2:7][CH3:8].Cl.[NH2:12][OH:13].C(N(CC)CC)C, predict the reaction product. The product is: [OH:13][NH:12][C:9](=[NH:10])[CH2:1][CH2:2][CH2:3][CH2:4][CH2:5][CH2:6][CH2:7][CH3:8].